This data is from Reaction yield outcomes from USPTO patents with 853,638 reactions. The task is: Predict the reaction yield, written as a fraction of the theoretical maximum amount of product (1.0 means a 100% yield; for example, 0.34 means a 34% yield). (1) The reactants are Br[C:2]1[CH:3]=[C:4]([C:19]([OH:21])=[O:20])[CH:5]=[C:6]2[C:11]=1[O:10][C:9]([N:12]1[CH2:17][CH2:16][O:15][CH2:14][CH2:13]1)=[CH:8][C:7]2=[O:18].C([Sn](CCCC)(CCCC)[C:27]([O:29]CC)=[CH2:28])CCC. The catalyst is O1CCOCC1.[Pd](Cl)Cl.C1(P(C2C=CC=CC=2)C2C=CC=CC=2)C=CC=CC=1.C1(P(C2C=CC=CC=2)C2C=CC=CC=2)C=CC=CC=1. The product is [C:27]([C:2]1[CH:3]=[C:4]([C:19]([OH:21])=[O:20])[CH:5]=[C:6]2[C:11]=1[O:10][C:9]([N:12]1[CH2:17][CH2:16][O:15][CH2:14][CH2:13]1)=[CH:8][C:7]2=[O:18])(=[O:29])[CH3:28]. The yield is 1.04. (2) The reactants are Cl[S:2]([C:5]1[CH:6]=[C:7]2[C:11](=[CH:12][CH:13]=1)[NH:10][C:9](=[O:14])[CH2:8]2)(=[O:4])=[O:3].[OH-].[NH4+:16]. The catalyst is C(O)C. The product is [NH2:16][S:2]([C:5]1[CH:6]=[C:7]2[C:11](=[CH:12][CH:13]=1)[NH:10][C:9](=[O:14])[CH2:8]2)(=[O:4])=[O:3]. The yield is 0.200. (3) The reactants are [NH2:1][C:2]1[S:3][C:4]([CH2:12][N:13]2[CH2:18][CH2:17][O:16][CH2:15][CH2:14]2)=[C:5]([C:7]2[O:8][CH:9]=[CH:10][CH:11]=2)[N:6]=1.Cl.[C:20](Cl)(=[O:27])[C:21]1[CH:26]=[CH:25][CH:24]=[N:23][CH:22]=1.C(N(CC)CC)C.C(=O)([O-])O.[Na+]. The catalyst is CN(C=O)C. The product is [O:8]1[CH:9]=[CH:10][CH:11]=[C:7]1[C:5]1[N:6]=[C:2]([NH:1][C:20]([C:21]2[CH:22]=[N:23][CH:24]=[CH:25][CH:26]=2)=[O:27])[S:3][C:4]=1[CH2:12][N:13]1[CH2:14][CH2:15][O:16][CH2:17][CH2:18]1. The yield is 0.230. (4) The reactants are [NH2:1][CH2:2][C:3]1[CH:12]=[CH:11][C:6]([C:7]([O:9][CH3:10])=[O:8])=[CH:5][C:4]=1[O:13][CH2:14][CH:15]1[CH2:17][CH2:16]1.[CH3:18][S:19](Cl)(=[O:21])=[O:20]. The catalyst is N1C=CC=CC=1. The product is [CH:15]1([CH2:14][O:13][C:4]2[CH:5]=[C:6]([CH:11]=[CH:12][C:3]=2[CH2:2][NH:1][S:19]([CH3:18])(=[O:21])=[O:20])[C:7]([O:9][CH3:10])=[O:8])[CH2:17][CH2:16]1. The yield is 0.616. (5) The reactants are C[N:2](C)[CH:3]=[CH:4][C:5]([C:7]1[C:12](=[O:13])[CH:11]=[CH:10][N:9]([C:14]2[CH:19]=[CH:18][CH:17]=[C:16]([C:20]([F:23])([F:22])[F:21])[CH:15]=2)[N:8]=1)=O.Cl.[CH3:26][O:27][C:28]1[CH:33]=[CH:32][CH:31]=[CH:30][C:29]=1[NH:34]N.CCN(CC)CC. The catalyst is C(O)C. The product is [CH3:26][O:27][C:28]1[CH:33]=[CH:32][CH:31]=[CH:30][C:29]=1[N:34]1[C:5]([C:7]2[C:12](=[O:13])[CH:11]=[CH:10][N:9]([C:14]3[CH:19]=[CH:18][CH:17]=[C:16]([C:20]([F:23])([F:22])[F:21])[CH:15]=3)[N:8]=2)=[CH:4][CH:3]=[N:2]1. The yield is 0.190. (6) The reactants are Cl[C:2]1[N:7]=[C:6]([C:8]2[S:12][C:11]([N:13]3[CH2:18][CH2:17][N:16]([S:19]([CH3:22])(=[O:21])=[O:20])[CH2:15][CH2:14]3)=[N:10][C:9]=2[C:23]2[C:24]([F:41])=[C:25]([NH:29][S:30]([C:33]3[C:38]([F:39])=[CH:37][CH:36]=[CH:35][C:34]=3[F:40])(=[O:32])=[O:31])[CH:26]=[CH:27][CH:28]=2)[CH:5]=[CH:4][N:3]=1.[NH3:42]. The catalyst is CO. The product is [NH2:42][C:2]1[N:7]=[C:6]([C:8]2[S:12][C:11]([N:13]3[CH2:18][CH2:17][N:16]([S:19]([CH3:22])(=[O:21])=[O:20])[CH2:15][CH2:14]3)=[N:10][C:9]=2[C:23]2[C:24]([F:41])=[C:25]([NH:29][S:30]([C:33]3[C:38]([F:39])=[CH:37][CH:36]=[CH:35][C:34]=3[F:40])(=[O:32])=[O:31])[CH:26]=[CH:27][CH:28]=2)[CH:5]=[CH:4][N:3]=1. The yield is 0.300. (7) The product is [N+:7]([C:10]1[CH:11]=[CH:12][C:13]([C:14]([NH:26][C:27]2[CH:32]=[CH:31][CH:30]=[CH:29][N:28]=2)=[O:16])=[CH:17][CH:18]=1)([O-:9])=[O:8]. The reactants are C(Cl)(=O)C(Cl)=O.[N+:7]([C:10]1[CH:18]=[CH:17][C:13]([C:14]([OH:16])=O)=[CH:12][CH:11]=1)([O-:9])=[O:8].C(N(CC)CC)C.[NH2:26][C:27]1[CH:32]=[CH:31][CH:30]=[CH:29][N:28]=1. The yield is 0.700. The catalyst is C(Cl)Cl.CN(C)C=O. (8) The reactants are [CH2:1]([N:8]1[CH2:13][C:12](=O)[NH:11][CH:10]([CH2:15][C:16]2[CH:21]=[CH:20][C:19]([C:22]([F:25])([F:24])[F:23])=[CH:18][CH:17]=2)[C:9]1=O)[C:2]1[CH:7]=[CH:6][CH:5]=[CH:4][CH:3]=1. The catalyst is C1COCC1.[H-].[H-].[H-].[H-].[Li+].[Al+3]. The product is [CH2:1]([N:8]1[CH2:13][CH2:12][NH:11][C@H:10]([CH2:15][C:16]2[CH:17]=[CH:18][C:19]([C:22]([F:25])([F:24])[F:23])=[CH:20][CH:21]=2)[CH2:9]1)[C:2]1[CH:3]=[CH:4][CH:5]=[CH:6][CH:7]=1. The yield is 0.920. (9) The reactants are Br[CH:2]([C:4]1[O:5][C:6]2[C:11]([C:12](=[O:21])[C:13]=1[C:14]1[CH:19]=[CH:18][CH:17]=[C:16]([F:20])[CH:15]=1)=[CH:10][C:9]([F:22])=[CH:8][CH:7]=2)[CH3:3].CS(C)=[O:25]. The catalyst is C(O)CCC. The product is [F:22][C:9]1[CH:10]=[C:11]2[C:6](=[CH:7][CH:8]=1)[O:5][C:4]([CH:2]([OH:25])[CH3:3])=[C:13]([C:14]1[CH:19]=[CH:18][CH:17]=[C:16]([F:20])[CH:15]=1)[C:12]2=[O:21]. The yield is 0.640. (10) The reactants are ClC(O[O:5][CH2:6][CH:7]([C:9]1[C:14]([N+:15]([O-:17])=[O:16])=[CH:13][C:12]2[O:18][CH2:19][O:20][C:11]=2[CH:10]=1)[CH3:8])=O.[NH:21]1[CH2:26][CH2:25][CH2:24][CH2:23][CH2:22]1.C1C[O:30][CH2:29]C1. No catalyst specified. The product is [CH2:19]1[O:18][C:12]2[CH:13]=[C:14]([N+:15]([O-:17])=[O:16])[C:9]([CH:7]([CH3:8])[CH2:6][O:5][C:29]([N:21]3[CH2:26][CH2:25][CH2:24][CH2:23][CH2:22]3)=[O:30])=[CH:10][C:11]=2[O:20]1. The yield is 0.790.